Dataset: Full USPTO retrosynthesis dataset with 1.9M reactions from patents (1976-2016). Task: Predict the reactants needed to synthesize the given product. (1) The reactants are: [F:1][C:2]1([F:33])[CH2:4][CH:3]1[CH2:5][N:6]1[C:14]2[C:9](=[N:10][C:11]([C:15]3[CH2:16][CH:17]4[CH2:21][N:20](C(OC(C)(C)C)=O)[CH2:19][CH:18]4[CH:29]=3)=[CH:12][CH:13]=2)[N:8]([CH3:30])[S:7]1(=[O:32])=[O:31].C(Cl)Cl.C(O)(C(F)(F)F)=O.C([O-])(O)=O.[Na+]. Given the product [F:33][C:2]1([F:1])[CH2:4][CH:3]1[CH2:5][N:6]1[C:14]2[C:9](=[N:10][C:11]([C:15]3[CH2:16][CH:17]4[CH2:21][NH:20][CH2:19][CH:18]4[CH:29]=3)=[CH:12][CH:13]=2)[N:8]([CH3:30])[S:7]1(=[O:32])=[O:31], predict the reactants needed to synthesize it. (2) Given the product [CH:13]1([NH:12][C:4]2[N:3]=[C:2]([N:19]3[CH:23]=[CH:22][CH:21]=[N:20]3)[N:10]=[C:9]3[C:5]=2[N:6]=[CH:7][N:8]3[CH3:11])[CH2:18][CH2:17][CH2:16][CH2:15][CH2:14]1, predict the reactants needed to synthesize it. The reactants are: Cl[C:2]1[N:10]=[C:9]2[C:5]([N:6]=[CH:7][N:8]2[CH3:11])=[C:4]([NH:12][CH:13]2[CH2:18][CH2:17][CH2:16][CH2:15][CH2:14]2)[N:3]=1.[NH:19]1[CH:23]=[CH:22][CH:21]=[N:20]1.